This data is from Reaction yield outcomes from USPTO patents with 853,638 reactions. The task is: Predict the reaction yield, written as a fraction of the theoretical maximum amount of product (1.0 means a 100% yield; for example, 0.34 means a 34% yield). (1) The reactants are [NH2:1][C:2]1[CH:11]=[CH:10][C:9]2[NH:8][C:7](=[O:12])[C:6]3[NH:13][CH:14]=[CH:15][C:5]=3[C:4]=2[CH:3]=1.[CH2:16]([C:18]([O-:20])=[O:19])[CH3:17].[CH3:21][S:22](Cl)(=[O:24])=[O:23]. No catalyst specified. The product is [CH3:21][S:22]([NH:1][C:2]1[CH:11]=[CH:10][C:9]2[NH:8][C:7](=[O:12])[C:6]3[NH:13][CH:14]=[CH:15][C:5]=3[C:4]=2[CH:3]=1)(=[O:24])=[O:23].[CH2:16]([C:18]([O-:20])=[O:19])[CH3:17]. The yield is 0.450. (2) The reactants are [F:1][C:2]1[CH:8]=[C:7]([N+:9]([O-:11])=[O:10])[CH:6]=[CH:5][C:3]=1[NH2:4].C([O-])([O-])=O.[K+].[K+].Br[CH2:19][CH2:20][C:21]12[CH2:30][CH:25]3[CH2:26][CH:27]([CH2:29][CH:23]([CH2:24]3)[CH2:22]1)[CH2:28]2. The catalyst is CN(C=O)C. The product is [C:21]12([CH2:20][CH2:19][NH:4][C:3]3[CH:5]=[CH:6][C:7]([N+:9]([O-:11])=[O:10])=[CH:8][C:2]=3[F:1])[CH2:22][CH:23]3[CH2:29][CH:27]([CH2:26][CH:25]([CH2:24]3)[CH2:30]1)[CH2:28]2. The yield is 0.100. (3) The reactants are [OH:1][CH2:2][C@@H:3]1[CH2:12][C:11]2[C:6](=[CH:7][CH:8]=[CH:9][CH:10]=2)[CH2:5][N:4]1[C:13]([C:15]1[CH:20]=[C:19]([N+:21]([O-:23])=[O:22])[CH:18]=[CH:17][C:16]=1[N:24]1[C:28]([CH3:29])=[CH:27][C:26]([C:30]([O:32]CC)=[O:31])=[N:25]1)=[O:14].O.[OH-].[Li+]. The catalyst is C1COCC1.O. The product is [OH:1][CH2:2][C@@H:3]1[CH2:12][C:11]2[C:6](=[CH:7][CH:8]=[CH:9][CH:10]=2)[CH2:5][N:4]1[C:13]([C:15]1[CH:20]=[C:19]([N+:21]([O-:23])=[O:22])[CH:18]=[CH:17][C:16]=1[N:24]1[C:28]([CH3:29])=[CH:27][C:26]([C:30]([OH:32])=[O:31])=[N:25]1)=[O:14]. The yield is 0.820. (4) The product is [C:1]([O:4][C@@:5]([CH3:11])([CH:8]1[CH2:10][CH2:9]1)[C:6]#[N:7])(=[O:3])[CH3:2]. The reactants are [C:1]([O:4][C:5]([CH3:11])([CH:8]1[CH2:10][CH2:9]1)[C:6]#[N:7])(=[O:3])[CH3:2].[OH-].[Na+]. The catalyst is [Cl-].[Na+]. The yield is 0.120. (5) The reactants are [CH3:1][O:2][C:3]1[CH:4]=[C:5]([CH:11]2[CH2:16][CH:15]([C:17]([F:20])([F:19])[F:18])[N:14]3[N:21]=[C:22]([C:24]4[CH:25]=[C:26]([CH:30]=[CH:31][CH:32]=4)[C:27](O)=[O:28])[CH:23]=[C:13]3[NH:12]2)[CH:6]=[CH:7][C:8]=1[O:9][CH3:10].[CH2:33]1[CH:37]2[CH2:38][NH:39][CH2:40][CH:36]2[CH2:35][N:34]1[C:41]([O:43][C:44]([CH3:47])([CH3:46])[CH3:45])=[O:42]. No catalyst specified. The product is [CH3:1][O:2][C:3]1[CH:4]=[C:5]([CH:11]2[CH2:16][CH:15]([C:17]([F:19])([F:20])[F:18])[N:14]3[N:21]=[C:22]([C:24]4[CH:25]=[C:26]([CH:30]=[CH:31][CH:32]=4)[C:27]([N:39]4[CH2:38][CH:37]5[CH2:33][N:34]([C:41]([O:43][C:44]([CH3:47])([CH3:46])[CH3:45])=[O:42])[CH2:35][CH:36]5[CH2:40]4)=[O:28])[CH:23]=[C:13]3[NH:12]2)[CH:6]=[CH:7][C:8]=1[O:9][CH3:10]. The yield is 0.550. (6) The reactants are C(N(CC)CC)C.[CH:8]1([C:11]([OH:13])=O)[CH2:10][CH2:9]1.[CH:14]1([CH2:20][NH:21][CH2:22][C@H:23]2[N:27]([C:28]3[CH:33]=[CH:32][C:31]([O:34][CH2:35][CH2:36][CH2:37][N:38]4[CH2:42][CH2:41][CH2:40][CH:39]4[CH3:43])=[CH:30][CH:29]=3)[C:26](=[O:44])[CH2:25][CH2:24]2)[CH2:19][CH2:18][CH2:17][CH2:16][CH2:15]1.ON1C2C=CC=CC=2N=N1.Cl.CN(C)CCCN=C=NCC. The catalyst is ClCCl. The product is [CH:14]1([CH2:20][N:21]([CH2:22][C@@H:23]2[CH2:24][CH2:25][C:26](=[O:44])[N:27]2[C:28]2[CH:33]=[CH:32][C:31]([O:34][CH2:35][CH2:36][CH2:37][N:38]3[CH2:42][CH2:41][CH2:40][CH:39]3[CH3:43])=[CH:30][CH:29]=2)[C:11]([CH:8]2[CH2:10][CH2:9]2)=[O:13])[CH2:19][CH2:18][CH2:17][CH2:16][CH2:15]1. The yield is 0.580. (7) The reactants are C(O)C.[Na].[N:5]([CH2:18][C:19]([O:21][CH2:22][CH3:23])=[O:20])([CH2:12][C:13]([O:15][CH2:16][CH3:17])=[O:14])[CH2:6][C:7]([O:9][CH2:10][CH3:11])=[O:8].[C:24](OCC)(=[O:30])[C:25](OCC)=[O:26]. The catalyst is C(O)(=O)C.O. The product is [CH2:16]([O:15][C:13](=[O:14])[CH2:12][N:5]1[C:18]([C:19]([O:21][CH2:22][CH3:23])=[O:20])=[C:25]([OH:26])[C:24]([OH:30])=[C:6]1[C:7]([O:9][CH2:10][CH3:11])=[O:8])[CH3:17]. The yield is 0.890. (8) The reactants are [CH2:1]([O:4][C:5]1[CH:6]=[C:7]([OH:12])[CH:8]=[C:9]([OH:11])[CH:10]=1)[CH2:2][CH3:3].[C:13](=[O:16])([O-])[O-].[K+].[K+].Br[CH2:20][CH2:21][CH2:22]OC.Cl. The catalyst is CN(C=O)C.O. The product is [CH3:13][O:16][CH2:3][CH2:2][CH2:1][O:4][C:5]1[CH:10]=[C:9]([OH:11])[CH:8]=[C:7]([O:12][CH2:20][CH2:21][CH3:22])[CH:6]=1. The yield is 0.320. (9) The reactants are [CH3:1][C:2]1[C:7]([CH3:8])=[CH:6][C:5]([CH3:9])=[CH:4][C:3]=1O.O[CH:12]([C:16]1[CH:21]=[CH:20][CH:19]=[CH:18][CH:17]=1)[C:13]([OH:15])=[O:14]. The catalyst is C(OCC)(=O)C.CCCCCC. The product is [C:16]1([CH:12]2[C:4]3[C:5]([CH3:9])=[CH:6][C:7]([CH3:8])=[C:2]([CH3:1])[C:3]=3[O:15][C:13]2=[O:14])[CH:21]=[CH:20][CH:19]=[CH:18][CH:17]=1. The yield is 0.370.